From a dataset of Forward reaction prediction with 1.9M reactions from USPTO patents (1976-2016). Predict the product of the given reaction. (1) Given the reactants [C:1]([O:5][C:6]([N:8]1[CH2:12][C@@H:11]([N:13]2[CH2:18][CH2:17][N:16]([C:19]3[C:24]([Cl:25])=[CH:23][C:22]([C:26]([OH:28])=O)=[CH:21][N:20]=3)[CH2:15][CH2:14]2)[CH2:10][C@H:9]1[C:29]([N:31]1[CH2:35][CH2:34][S:33][CH2:32]1)=[O:30])=[O:7])([CH3:4])([CH3:3])[CH3:2].Cl.Cl.Cl.C(C1C=C(Cl)C(N2CCN(N3CCC[C@H]3C([C@H]3CSCN3)=O)CC2)=[N:46]C=1)(O)=O.[Cl-].[NH4+].CN1CCOCC1.C1C=CC2N(O)N=NC=2C=1.CCN=C=NCCCN(C)C.Cl, predict the reaction product. The product is: [C:1]([O:5][C:6]([N:8]1[CH2:12][C@@H:11]([N:13]2[CH2:18][CH2:17][N:16]([C:19]3[C:24]([Cl:25])=[CH:23][C:22]([C:26](=[O:28])[NH2:46])=[CH:21][N:20]=3)[CH2:15][CH2:14]2)[CH2:10][C@H:9]1[C:29]([N:31]1[CH2:35][CH2:34][S:33][CH2:32]1)=[O:30])=[O:7])([CH3:4])([CH3:3])[CH3:2]. (2) Given the reactants [F:1][C:2]([F:11])([F:10])[C:3]([CH3:9])([CH3:8])[C:4]([O:6]C)=[O:5].[C:12](#[N:14])[CH3:13], predict the reaction product. The product is: [F:1][C:2]([F:11])([F:10])[C:3]([CH3:9])([CH3:8])[C:4](=[O:5])[CH2:13][C:12]#[N:14].[F:1][C:2]([F:11])([F:10])[C:3]([CH3:9])([CH3:8])[C:4]([OH:6])=[O:5]. (3) Given the reactants [Cl-:1].[Cl-].[CH:3]1([Zr+2:12][CH:13]2[C:21]3[CH:16]([CH2:17][CH:18]=[CH:19][CH:20]=3)[CH2:15][CH2:14]2)[C:11]2[CH:6]([CH2:7][CH:8]=[CH:9][CH:10]=2)[CH2:5][CH2:4]1.[Cl-].[Zr+4].[Cl-].[Cl-].[Cl-].[CH2:27](C1C2C(=CC=CC=2)C=C1[Li])[CH3:28], predict the reaction product. The product is: [Cl-:1].[Cl-:1].[CH:13]1([Zr+2:12][C:3]2[CH:11]([CH2:27][CH3:28])[C:6]3[C:5]([CH:4]=2)=[CH:10][CH:9]=[CH:8][CH:7]=3)[C:21]2[CH:16]([CH2:17][CH:18]=[CH:19][CH:20]=2)[CH2:15][CH2:14]1. (4) Given the reactants C(OC([NH:8][C:9]1[S:13][C:12]([C:14]2[C:19]([F:20])=[CH:18][CH:17]=[CH:16][C:15]=2[F:21])=[N:11][C:10]=1[C:22]([OH:24])=O)=O)(C)(C)C.[NH2:25][C:26]1[C:27]([N:35]2[CH2:40][C@H:39]([CH3:41])[CH2:38][C@H:37]([NH:42]C(=O)OC(C)(C)C)[CH2:36]2)=[C:28]2[CH2:34][CH2:33][O:32][C:29]2=[N:30][CH:31]=1.CN(C(ON1N=NC2C=CC=NC1=2)=[N+](C)C)C.F[P-](F)(F)(F)(F)F.CCN(C(C)C)C(C)C, predict the reaction product. The product is: [NH2:8][C:9]1[S:13][C:12]([C:14]2[C:15]([F:21])=[CH:16][CH:17]=[CH:18][C:19]=2[F:20])=[N:11][C:10]=1[C:22]([NH:25][C:26]1[C:27]([N:35]2[CH2:40][C@H:39]([CH3:41])[CH2:38][C@H:37]([NH2:42])[CH2:36]2)=[C:28]2[CH2:34][CH2:33][O:32][C:29]2=[N:30][CH:31]=1)=[O:24].